This data is from Forward reaction prediction with 1.9M reactions from USPTO patents (1976-2016). The task is: Predict the product of the given reaction. (1) The product is: [F:31][C:28]1[CH:27]=[CH:26][C:25]([CH2:24][O:23][C:18]2[CH:19]=[CH:20][CH:21]=[CH:22][C:17]=2[C:12]2[N:11]([C:7]3[CH:6]=[C:5]([CH:10]=[CH:9][CH:8]=3)[C:4]([OH:32])=[O:3])[C:15]([CH3:16])=[CH:14][CH:13]=2)=[CH:30][CH:29]=1. Given the reactants C([O:3][C:4](=[O:32])[C:5]1[CH:10]=[CH:9][CH:8]=[C:7]([N:11]2[C:15]([CH3:16])=[CH:14][CH:13]=[C:12]2[C:17]2[CH:22]=[CH:21][CH:20]=[CH:19][C:18]=2[O:23][CH2:24][C:25]2[CH:30]=[CH:29][C:28]([F:31])=[CH:27][CH:26]=2)[CH:6]=1)C.[OH-].[Na+], predict the reaction product. (2) Given the reactants [CH3:1][C:2]1[N:7]=[C:6]([O:8][C:9]2[CH:10]=[C:11]([CH2:15]O)[CH:12]=[CH:13][CH:14]=2)[CH:5]=[CH:4][CH:3]=1.S(Cl)([Cl:19])=O.C(=O)(O)[O-].[Na+], predict the reaction product. The product is: [Cl:19][CH2:15][C:11]1[CH:10]=[C:9]([CH:14]=[CH:13][CH:12]=1)[O:8][C:6]1[CH:5]=[CH:4][CH:3]=[C:2]([CH3:1])[N:7]=1. (3) Given the reactants [CH:1]([C@H:4]1[CH2:8][O:7][C:6](=[O:9])[NH:5]1)([CH3:3])[CH3:2].[Li]CCCC.[F:15][C:16]1[CH:21]=[CH:20][C:19]([CH2:22][C:23](Cl)=[O:24])=[CH:18][CH:17]=1, predict the reaction product. The product is: [F:15][C:16]1[CH:21]=[CH:20][C:19]([CH2:22][C:23]([N:5]2[C@@H:4]([CH:1]([CH3:3])[CH3:2])[CH2:8][O:7][C:6]2=[O:9])=[O:24])=[CH:18][CH:17]=1. (4) The product is: [C:30]([O:34][C:35]([N:37]1[CH2:40][C:39](=[CH:41][C:2]2[CH:3]=[C:4]3[C:13](=[CH:14][C:15]=2[C:16]([F:18])([F:17])[F:19])[O:12][CH2:11][C:10]2[N:5]3[CH:6]([CH3:29])[C:7](=[O:28])[N:8]([CH2:20][O:21][CH2:22][CH2:23][Si:24]([CH3:25])([CH3:26])[CH3:27])[N:9]=2)[CH2:38]1)=[O:36])([CH3:33])([CH3:32])[CH3:31]. Given the reactants Br[C:2]1[CH:3]=[C:4]2[C:13](=[CH:14][C:15]=1[C:16]([F:19])([F:18])[F:17])[O:12][CH2:11][C:10]1[N:5]2[CH:6]([CH3:29])[C:7](=[O:28])[N:8]([CH2:20][O:21][CH2:22][CH2:23][Si:24]([CH3:27])([CH3:26])[CH3:25])[N:9]=1.[C:30]([O:34][C:35]([N:37]1[CH2:40][C:39](=[CH2:41])[CH2:38]1)=[O:36])([CH3:33])([CH3:32])[CH3:31].CC1C(P(C2C(C)=CC=CC=2)C2C(C)=CC=CC=2)=CC=CC=1.C(N(CC)CC)C, predict the reaction product.